This data is from Full USPTO retrosynthesis dataset with 1.9M reactions from patents (1976-2016). The task is: Predict the reactants needed to synthesize the given product. (1) The reactants are: [F:1][C:2]1[CH:3]=[C:4]([C:13]2[N:18]=[CH:17][N:16]=[C:15]([C:19]#[N:20])[CH:14]=2)[CH:5]=[CH:6][C:7]=1[O:8][C:9]([F:12])([F:11])[F:10].[ClH:21]. Given the product [ClH:21].[F:1][C:2]1[CH:3]=[C:4]([C:13]2[N:18]=[CH:17][N:16]=[C:15]([CH2:19][NH2:20])[CH:14]=2)[CH:5]=[CH:6][C:7]=1[O:8][C:9]([F:11])([F:10])[F:12], predict the reactants needed to synthesize it. (2) Given the product [F:1][C:2]1[C:3]2[NH:10][C:11](=[O:12])[N:13]([CH:14]3[CH2:19][CH2:18][N:17]([C:20]([O:22][C:23]([CH3:26])([CH3:25])[CH3:24])=[O:21])[CH2:16][CH2:15]3)[C:4]=2[CH:5]=[C:6]([CH3:8])[CH:7]=1, predict the reactants needed to synthesize it. The reactants are: [F:1][C:2]1[CH:7]=[C:6]([CH3:8])[CH:5]=[C:4](I)[C:3]=1[NH:10][C:11]([NH:13][CH:14]1[CH2:19][CH2:18][N:17]([C:20]([O:22][C:23]([CH3:26])([CH3:25])[CH3:24])=[O:21])[CH2:16][CH2:15]1)=[O:12]. (3) Given the product [N+:1]([C:4]1[CH:12]=[CH:11][C:7]([C:8]([NH:29][CH3:27])=[O:9])=[CH:6][C:5]=1[O:13][CH:14]1[CH2:18][CH2:17][O:16][CH2:15]1)([O-:3])=[O:2], predict the reactants needed to synthesize it. The reactants are: [N+:1]([C:4]1[CH:12]=[CH:11][C:7]([C:8](O)=[O:9])=[CH:6][C:5]=1[O:13][CH:14]1[CH2:18][CH2:17][O:16][CH2:15]1)([O-:3])=[O:2].C(Cl)CCl.C1C=CC2N(O)N=[N:29][C:27]=2C=1.CN.C1COCC1. (4) Given the product [F:1][C:2]([F:7])([F:6])[C:3]([OH:5])=[O:4].[F:8][C:9]([F:14])([F:13])[C:10]([OH:12])=[O:11].[N:22]1([CH2:26][C:27]2[CH:28]=[C:29]([CH:49]=[CH:50][CH:51]=2)[CH2:30][N:31]2[C:35]3[CH:36]=[CH:37][C:38]4[N:39]([C:40]([CH3:43])=[N:41][N:42]=4)[C:34]=3[CH:33]=[C:32]2[C:44]2[CH:48]=[CH:47][N:46]([CH2:54][CH2:53][C:52]#[N:55])[N:45]=2)[CH2:23][CH2:24][CH2:25]1, predict the reactants needed to synthesize it. The reactants are: [F:1][C:2]([F:7])([F:6])[C:3]([OH:5])=[O:4].[F:8][C:9]([F:14])([F:13])[C:10]([OH:12])=[O:11].FC(F)(F)C(O)=O.[N:22]1([CH2:26][C:27]2[CH:28]=[C:29]([CH:49]=[CH:50][CH:51]=2)[CH2:30][N:31]2[C:35]3[CH:36]=[CH:37][C:38]4[N:39]([C:40]([CH3:43])=[N:41][N:42]=4)[C:34]=3[CH:33]=[C:32]2[C:44]2[CH:48]=[CH:47][NH:46][N:45]=2)[CH2:25][CH2:24][CH2:23]1.[C:52](#[N:55])[CH:53]=[CH2:54].N12CCCN=C1CCCCC2. (5) Given the product [C:40]([C:14]1[C:13]2[C:17](=[CH:18][C:10]([O:9][CH2:8][P:4]([CH2:6][CH3:7])(=[O:3])[OH:5])=[CH:11][CH:12]=2)[N:16]([CH2:19][C:20]([N:22]2[CH2:26][C@H:25]([F:27])[CH2:24][C@H:23]2[C:28](=[O:39])[NH:29][CH2:30][C:31]2[CH:36]=[CH:35][CH:34]=[C:33]([Cl:37])[C:32]=2[F:38])=[O:21])[CH:15]=1)(=[O:42])[CH3:41], predict the reactants needed to synthesize it. The reactants are: C([O:3][P:4]([CH2:8][O:9][C:10]1[CH:18]=[C:17]2[C:13]([C:14]([C:40](=[O:42])[CH3:41])=[CH:15][N:16]2[CH2:19][C:20]([N:22]2[CH2:26][C@H:25]([F:27])[CH2:24][C@H:23]2[C:28](=[O:39])[NH:29][CH2:30][C:31]2[CH:36]=[CH:35][CH:34]=[C:33]([Cl:37])[C:32]=2[F:38])=[O:21])=[CH:12][CH:11]=1)([CH2:6][CH3:7])=[O:5])C.C[Si](Br)(C)C. (6) Given the product [Br:1][C:2]1[C:3](=[O:21])[N:4]([C:22]([O:24][C:25]([CH3:28])([CH3:27])[CH3:26])=[O:23])[N:5]=[CH:6][C:7]=1[NH:8][CH2:9][C@@H:10]1[CH2:12][C@H:11]1[C:13]1[CH:18]=[CH:17][CH:16]=[CH:15][C:14]=1[O:19][CH3:20], predict the reactants needed to synthesize it. The reactants are: [Br:1][C:2]1[C:3](=[O:21])[NH:4][N:5]=[CH:6][C:7]=1[NH:8][CH2:9][C@@H:10]1[CH2:12][C@H:11]1[C:13]1[CH:18]=[CH:17][CH:16]=[CH:15][C:14]=1[O:19][CH3:20].[C:22](O[C:22]([O:24][C:25]([CH3:28])([CH3:27])[CH3:26])=[O:23])([O:24][C:25]([CH3:28])([CH3:27])[CH3:26])=[O:23].C(N(CC)CC)C. (7) Given the product [CH:25]1([CH2:24][N:15]([C:16]2[CH:21]=[C:20]([F:22])[CH:19]=[CH:18][C:17]=2[F:23])[C:13](=[O:14])[NH:12][C:10]2[S:11][C:7]([S:6][CH2:5][C:38]([OH:39])=[O:31])=[CH:8][N:9]=2)[CH2:26][CH2:27][CH2:28][CH2:33]1, predict the reactants needed to synthesize it. The reactants are: C(OC(=O)[CH2:5][S:6][C:7]1[S:11][C:10]([N:12](C)[C:13]([N:15]([CH:24]2[CH2:28][CH2:27][CH2:26][CH2:25]2)[C:16]2[CH:21]=[C:20]([F:22])[CH:19]=[CH:18][C:17]=2[F:23])=[O:14])=[N:9][CH:8]=1)C.[OH-:31].[Na+].[CH2:33]1COCC1.[CH3:38][OH:39]. (8) Given the product [NH2:28][C:7]1[CH:8]=[C:9]([CH:26]=[CH:27][C:6]=1[Cl:5])[O:10][C:11]1[N:16]=[C:15]2[S:17][C:18]([NH:20][C:21]([CH:23]3[CH2:25][CH2:24]3)=[O:22])=[N:19][C:14]2=[CH:13][CH:12]=1, predict the reactants needed to synthesize it. The reactants are: [BH4-].[Na+].CO.[Cl:5][C:6]1[CH:27]=[CH:26][C:9]([O:10][C:11]2[N:16]=[C:15]3[S:17][C:18]([NH:20][C:21]([CH:23]4[CH2:25][CH2:24]4)=[O:22])=[N:19][C:14]3=[CH:13][CH:12]=2)=[CH:8][C:7]=1[NH:28]C(=O)C(F)(F)F. (9) The reactants are: Br[CH:2]([CH:8](Br)[C:9]([C:11]1[CH:16]=[CH:15][C:14]([O:17][CH3:18])=[C:13]([O:19][CH3:20])[CH:12]=1)=[O:10])[C:3]([O:5][CH2:6][CH3:7])=[O:4].C(N(CC)CC)C.COC1C=C(C(=O)C#CC(OC)=O)C=CC=1OC. Given the product [CH3:20][O:19][C:13]1[CH:12]=[C:11]([C:9](=[O:10])[C:8]#[C:2][C:3]([O:5][CH2:6][CH3:7])=[O:4])[CH:16]=[CH:15][C:14]=1[O:17][CH3:18], predict the reactants needed to synthesize it.